This data is from Reaction yield outcomes from USPTO patents with 853,638 reactions. The task is: Predict the reaction yield, written as a fraction of the theoretical maximum amount of product (1.0 means a 100% yield; for example, 0.34 means a 34% yield). (1) The reactants are [Cl-].O[NH3+:3].[C:4](=[O:7])([O-])[OH:5].[Na+].CS(C)=O.[CH2:13]([C:17]1[N:18]=[C:19]([CH2:39][O:40][CH3:41])[NH:20][C:21](=[O:38])[C:22]=1[CH2:23][C:24]1[CH:29]=[CH:28][C:27]([C:30]2[C:31]([C:36]#[N:37])=[CH:32][CH:33]=[CH:34][CH:35]=2)=[CH:26][CH:25]=1)[CH2:14][CH2:15][CH3:16]. The catalyst is C(OCC)(=O)C. The product is [CH2:13]([C:17]1[N:18]=[C:19]([CH2:39][O:40][CH3:41])[NH:20][C:21](=[O:38])[C:22]=1[CH2:23][C:24]1[CH:29]=[CH:28][C:27]([C:30]2[CH:35]=[CH:34][CH:33]=[CH:32][C:31]=2[C:36]2[NH:3][C:4](=[O:7])[O:5][N:37]=2)=[CH:26][CH:25]=1)[CH2:14][CH2:15][CH3:16]. The yield is 0.470. (2) The catalyst is C(Cl)(Cl)Cl. The yield is 0.590. The product is [ClH:12].[Cl:12][CH2:13][C:14]1[N:10]=[C:9]([CH2:8][N:5]2[CH2:6][CH2:7][N:2]([CH3:1])[CH2:3][CH2:4]2)[S:11][CH:16]=1. The reactants are [CH3:1][N:2]1[CH2:7][CH2:6][N:5]([CH2:8][C:9](=[S:11])[NH2:10])[CH2:4][CH2:3]1.[Cl:12][CH2:13][C:14]([CH2:16]Cl)=O.C(=O)(O)[O-].[Na+].S(Cl)(Cl)=O. (3) The reactants are [O:1]1[C:5]([C:6]2[CH:11]=[CH:10][CH:9]=[CH:8][N:7]=2)=[CH:4][N:3]=[CH:2]1.[Li]CCCC.[C:17](O)(=[O:35])[CH2:18][CH2:19][CH2:20][CH2:21][CH2:22][CH2:23][CH2:24][CH2:25][CH2:26][CH2:27][CH2:28][CH2:29][CH2:30][CH2:31][CH2:32][CH2:33][CH3:34].C(Cl)(=O)C(Cl)=O. The catalyst is C1COCC1.C(Cl)Cl.[Cl-].[Cl-].[Zn+2]. The product is [N:7]1[CH:8]=[CH:9][CH:10]=[CH:11][C:6]=1[C:5]1[O:1][C:2]([C:17](=[O:35])[CH2:18][CH2:19][CH2:20][CH2:21][CH2:22][CH2:23][CH2:24][CH2:25][CH2:26][CH2:27][CH2:28][CH2:29][CH2:30][CH2:31][CH2:32][CH2:33][CH3:34])=[N:3][CH:4]=1. The yield is 0.310. (4) The reactants are [Cl:1][C:2]1[CH:7]=[CH:6][C:5]([S:8][CH2:9][C:10]2[CH:18]=[CH:17][CH:16]=[CH:15][C:11]=2[C:12](O)=[O:13])=[C:4]([NH:19][S:20]([C:23]2[CH:28]=[CH:27][C:26]([Cl:29])=[C:25]([C:30]([F:33])([F:32])[F:31])[CH:24]=2)(=[O:22])=[O:21])[CH:3]=1.C1C=CC2N(O)N=[N:40]C=2C=1.C(Cl)CCl.N.O. The catalyst is CN(C=O)C.O. The product is [Cl:1][C:2]1[CH:7]=[CH:6][C:5]([S:8][CH2:9][C:10]2[CH:18]=[CH:17][CH:16]=[CH:15][C:11]=2[C:12]([NH2:40])=[O:13])=[C:4]([NH:19][S:20]([C:23]2[CH:28]=[CH:27][C:26]([Cl:29])=[C:25]([C:30]([F:33])([F:32])[F:31])[CH:24]=2)(=[O:22])=[O:21])[CH:3]=1. The yield is 0.450. (5) The reactants are Br[C:2]1[CH:3]=[C:4]([NH:10][C:11]2[CH:12]=[C:13]3[C:19]([CH3:20])=[N:18][N:17]([CH3:21])[C:14]3=[CH:15][N:16]=2)[C:5](=[O:9])[N:6]([CH3:8])[CH:7]=1.[C:22]([O:25][CH2:26][C:27]1[C:28]([N:42]2[CH2:53][CH2:52][N:51]3[C:44](=[CH:45][C:46]4[CH2:47][C:48]([CH3:55])([CH3:54])[CH2:49][C:50]=43)[C:43]2=[O:56])=[N:29][CH:30]=[CH:31][C:32]=1B1OC(C)(C)C(C)(C)O1)(=[O:24])[CH3:23].[O-]P([O-])([O-])=O.[K+].[K+].[K+].C([O-])(=O)C.[Na+]. The catalyst is C1C=CC(P(C2C=CC=CC=2)[C-]2C=CC=C2)=CC=1.C1C=CC(P(C2C=CC=CC=2)[C-]2C=CC=C2)=CC=1.Cl[Pd]Cl.[Fe+2].C(#N)C.O. The product is [C:22]([O:25][CH2:26][C:27]1[C:28]([N:42]2[CH2:53][CH2:52][N:51]3[C:44](=[CH:45][C:46]4[CH2:47][C:48]([CH3:55])([CH3:54])[CH2:49][C:50]=43)[C:43]2=[O:56])=[N:29][CH:30]=[CH:31][C:32]=1[C:2]1[CH:3]=[C:4]([NH:10][C:11]2[CH:12]=[C:13]3[C:19]([CH3:20])=[N:18][N:17]([CH3:21])[C:14]3=[CH:15][N:16]=2)[C:5](=[O:9])[N:6]([CH3:8])[CH:7]=1)(=[O:24])[CH3:23]. The yield is 0.330. (6) The reactants are Br[C:2]1[CH:3]=[C:4]2[C:9](=[CH:10][CH:11]=1)[N:8]=[C:7]([O:12][CH3:13])[CH:6]=[C:5]2[C:14]1[CH:19]=[CH:18][CH:17]=[C:16]([Cl:20])[CH:15]=1.[S:21]1[C:25]([C:26]([C:28]2[N:29]([CH3:33])[CH:30]=[N:31][CH:32]=2)=[O:27])=[CH:24][C:23]2[CH:34]=[CH:35][CH:36]=[CH:37][C:22]1=2. No catalyst specified. The product is [S:21]1[C:25]([C:26]([C:2]2[CH:3]=[C:4]3[C:9](=[CH:10][CH:11]=2)[N:8]=[C:7]([O:12][CH3:13])[CH:6]=[C:5]3[C:14]2[CH:19]=[CH:18][CH:17]=[C:16]([Cl:20])[CH:15]=2)([C:28]2[N:29]([CH3:33])[CH:30]=[N:31][CH:32]=2)[OH:27])=[CH:24][C:23]2[CH:34]=[CH:35][CH:36]=[CH:37][C:22]1=2. The yield is 0.620. (7) The reactants are Br[C:2]1[CH:7]=[CH:6][C:5]([N:8]([CH3:19])[C:9](=[O:18])[CH2:10][CH2:11][C:12]2[CH:17]=[CH:16][CH:15]=[CH:14][CH:13]=2)=[C:4]([O:20][CH3:21])[CH:3]=1.[B:22]1([B:22]2[O:26][C:25]([CH3:28])([CH3:27])[C:24]([CH3:30])([CH3:29])[O:23]2)[O:26][C:25]([CH3:28])([CH3:27])[C:24]([CH3:30])([CH3:29])[O:23]1.C([O-])(=O)C.[K+].ClCCl. The catalyst is CN(C)C=O. The product is [CH3:21][O:20][C:4]1[CH:3]=[C:2]([B:22]2[O:26][C:25]([CH3:28])([CH3:27])[C:24]([CH3:30])([CH3:29])[O:23]2)[CH:7]=[CH:6][C:5]=1[N:8]([CH3:19])[C:9](=[O:18])[CH2:10][CH2:11][C:12]1[CH:17]=[CH:16][CH:15]=[CH:14][CH:13]=1. The yield is 0.350.